This data is from Full USPTO retrosynthesis dataset with 1.9M reactions from patents (1976-2016). The task is: Predict the reactants needed to synthesize the given product. (1) Given the product [Cl:11][CH2:12][CH2:13][CH2:14][O:15][CH2:5][C:4]1[CH:7]=[CH:8][CH:9]=[CH:10][C:3]=1[O:2][CH3:1], predict the reactants needed to synthesize it. The reactants are: [CH3:1][O:2][C:3]1[CH:10]=[CH:9][CH:8]=[CH:7][C:4]=1[CH2:5]Cl.[Cl:11][CH2:12][CH2:13][CH2:14][OH:15].[H-].[Na+]. (2) Given the product [CH2:35]([C:31]1[CH:32]=[C:9]([CH:45]2[CH2:46][CH2:47][N:42]([CH2:20][C@H:10]3[C@@H:11]([C:13]4[CH:18]=[CH:17][CH:16]=[C:15]([F:19])[CH:14]=4)[CH2:12][NH:8][CH2:9]3)[CH2:43][CH2:44]2)[N:8]([CH2:12][CH3:11])[N:53]=1)[C:36]1[CH:37]=[CH:38][CH:39]=[CH:40][CH:41]=1, predict the reactants needed to synthesize it. The reactants are: C(OC([N:8]1[CH2:12][C@H:11]([C:13]2[CH:18]=[CH:17][CH:16]=[C:15]([F:19])[CH:14]=2)[C@@H:10]([CH:20]=O)[CH2:9]1)=O)(C)(C)C.[Si](OC[C@@H:31]1[C@@H:35]([C:36]2[CH:41]=[CH:40][CH:39]=[CH:38][CH:37]=2)CN[CH2:32]1)(C(C)(C)C)(C)C.[NH:42]1[CH2:47][CH2:46][CH2:45][CH2:44][CH2:43]1.C(Cl)Cl.CO.[NH4+:53].[OH-]. (3) Given the product [CH3:15][N:8]1[C:9]2[C:5](=[C:4]([N+:1]([O-:3])=[O:2])[CH:12]=[CH:11][CH:10]=2)[CH:6]=[N:7]1, predict the reactants needed to synthesize it. The reactants are: [N+:1]([C:4]1[CH:12]=[CH:11][CH:10]=[C:9]2[C:5]=1[CH:6]=[N:7][NH:8]2)([O-:3])=[O:2].CI.[C:15](=O)([O-])[O-].[Cs+].[Cs+].O. (4) Given the product [Cl:1][CH2:2][C@H:3]1[C:11]2[C:10]3[CH:12]=[CH:13][CH:14]=[CH:15][C:9]=3[C:8]([O:16][CH2:17][C:18]3[CH:23]=[CH:22][C:21]([N+:24]([O-:26])=[O:25])=[CH:20][CH:19]=3)=[CH:7][C:6]=2[NH:5][CH2:4]1, predict the reactants needed to synthesize it. The reactants are: [Cl:1][CH2:2][C@H:3]1[C:11]2[C:10]3[CH:12]=[CH:13][CH:14]=[CH:15][C:9]=3[C:8]([O:16][CH2:17][C:18]3[CH:23]=[CH:22][C:21]([N+:24]([O-:26])=[O:25])=[CH:20][CH:19]=3)=[CH:7][C:6]=2[N:5](C(OC(C)(C)C)=O)[CH2:4]1.Cl.[OH-].[NH4+].